This data is from Reaction yield outcomes from USPTO patents with 853,638 reactions. The task is: Predict the reaction yield, written as a fraction of the theoretical maximum amount of product (1.0 means a 100% yield; for example, 0.34 means a 34% yield). (1) The reactants are Br.[CH2:2]([C:4]1[N:5]=[C:6]([C@@H:9]([NH2:20])[CH2:10][C:11]2[CH:16]=[CH:15][C:14]([N+:17]([O-:19])=[O:18])=[CH:13][CH:12]=2)[S:7][CH:8]=1)[CH3:3].[CH2:21]([CH:28]([C:32]([O:34][CH2:35][CH3:36])=[O:33])[C:29](O)=[O:30])[C:22]1[CH:27]=[CH:26][CH:25]=[CH:24][CH:23]=1.ON1C2C=CC=CC=2N=N1.CN(C)CCCN=C=NCC.C(N(C(C)C)CC)(C)C. The catalyst is CN(C=O)C.O. The product is [CH2:35]([O:34][C:32](=[O:33])[CH:28]([CH2:21][C:22]1[CH:27]=[CH:26][CH:25]=[CH:24][CH:23]=1)[C:29]([NH:20][C@H:9]([C:6]1[S:7][CH:8]=[C:4]([CH2:2][CH3:3])[N:5]=1)[CH2:10][C:11]1[CH:16]=[CH:15][C:14]([N+:17]([O-:19])=[O:18])=[CH:13][CH:12]=1)=[O:30])[CH3:36]. The yield is 0.310. (2) The reactants are [C:1]([C:3]1[CH:8]=[CH:7][C:6]([N:9]2[C:13](=[O:14])[C:12]([CH3:16])([CH3:15])[N:11]([C:17]3[CH:22]=[CH:21][C:20]([C:23]4[CH:28]=[CH:27][C:26]([NH:29][CH2:30][CH2:31][CH2:32][CH2:33][O:34][CH2:35][C:36]([O:38]C(C)(C)C)=[O:37])=[CH:25][CH:24]=4)=[CH:19][CH:18]=3)[C:10]2=[S:43])=[CH:5][C:4]=1[C:44]([F:47])([F:46])[F:45])#[N:2].FC(F)(F)C(O)=O. The catalyst is ClCCl. The product is [C:1]([C:3]1[CH:8]=[CH:7][C:6]([N:9]2[C:13](=[O:14])[C:12]([CH3:16])([CH3:15])[N:11]([C:17]3[CH:22]=[CH:21][C:20]([C:23]4[CH:28]=[CH:27][C:26]([NH:29][CH2:30][CH2:31][CH2:32][CH2:33][O:34][CH2:35][C:36]([OH:38])=[O:37])=[CH:25][CH:24]=4)=[CH:19][CH:18]=3)[C:10]2=[S:43])=[CH:5][C:4]=1[C:44]([F:47])([F:46])[F:45])#[N:2]. The yield is 0.990. (3) The reactants are [Cl:1][C:2]1[N:7]=[C:6](Cl)[C:5]([CH2:9][C:10]([O:12][CH3:13])=[O:11])=[C:4]([CH3:14])[N:3]=1.COCCOC.[C:21]1(B(O)O)[CH:26]=[CH:25][CH:24]=[CH:23][CH:22]=1.C(N(C(C)C)CC)(C)C. The catalyst is [Pd].C1(P(C2C=CC=CC=2)C2C=CC=CC=2)C=CC=CC=1.C1(P(C2C=CC=CC=2)C2C=CC=CC=2)C=CC=CC=1.C1(P(C2C=CC=CC=2)C2C=CC=CC=2)C=CC=CC=1.C1(P(C2C=CC=CC=2)C2C=CC=CC=2)C=CC=CC=1.O. The product is [Cl:1][C:2]1[N:3]=[C:4]([CH3:14])[C:5]([CH2:9][C:10]([O:12][CH3:13])=[O:11])=[C:6]([C:21]2[CH:26]=[CH:25][CH:24]=[CH:23][CH:22]=2)[N:7]=1. The yield is 0.650. (4) The reactants are [CH2:1]([O:8][C:9]1[C:10]2[CH:23]=[CH:22][CH:21]=[CH:20][C:11]=2[C:12]2[C@H:13]([CH2:18][Cl:19])[CH2:14][NH:15][C:16]=2[CH:17]=1)[C:2]1[CH:7]=[CH:6][CH:5]=[CH:4][CH:3]=1.N1C=CC=CC=1.[F:30][C:31]([F:42])([F:41])[C:32](O[C:32](=[O:33])[C:31]([F:42])([F:41])[F:30])=[O:33].C(OCC)(=O)C. The catalyst is O. The product is [CH2:1]([O:8][C:9]1[C:10]2[CH:23]=[CH:22][CH:21]=[CH:20][C:11]=2[C:12]2[C@H:13]([CH2:18][Cl:19])[CH2:14][N:15]([C:32](=[O:33])[C:31]([F:42])([F:41])[F:30])[C:16]=2[CH:17]=1)[C:2]1[CH:3]=[CH:4][CH:5]=[CH:6][CH:7]=1. The yield is 0.700. (5) The reactants are [CH3:1][O:2][C:3](=[O:14])[C:4]1[CH:9]=[C:8]([O:10][CH3:11])[CH:7]=[C:6]([O:12][CH3:13])[CH:5]=1.C1C(=O)N([Br:22])C(=O)C1.[O-]S([O-])=O.[Na+].[Na+]. The catalyst is CC#N. The product is [CH3:1][O:2][C:3](=[O:14])[C:4]1[CH:5]=[C:6]([O:12][CH3:13])[CH:7]=[C:8]([O:10][CH3:11])[C:9]=1[Br:22]. The yield is 0.930. (6) The reactants are [OH-].[K+].[NH2:3][C:4]1[CH:12]=[CH:11][CH:10]=[C:9]([Cl:13])[C:5]=1[C:6]([OH:8])=[O:7].[C:14](Cl)(Cl)=[O:15].C1(C)C=CC=CC=1. The catalyst is O. The product is [Cl:13][C:9]1[C:5]2[C:6](=[O:8])[O:7][C:14](=[O:15])[NH:3][C:4]=2[CH:12]=[CH:11][CH:10]=1. The yield is 0.910. (7) The reactants are [N+:1]([C:4]1[CH:8]=[N:7][NH:6][N:5]=1)([O-:3])=[O:2].[CH2:9]1COCC1.[H-].[Na+].IC. The catalyst is CC(C)=O. The product is [CH3:9][N:7]1[CH:8]=[C:4]([N+:1]([O-:3])=[O:2])[N:5]=[N:6]1. The yield is 0.350. (8) The reactants are [CH3:1][C:2]1[C:6]([CH2:7][N:8]2[CH:12]=[C:11]([N:13]3[C:17](=[O:18])[CH2:16][NH:15][C:14]3=[O:19])[CH:10]=[N:9]2)=[C:5]([CH3:20])[O:4][N:3]=1.Br[CH2:22][CH:23]1[CH2:28][CH2:27][CH2:26][CH2:25][CH2:24]1. No catalyst specified. The product is [CH:23]1([CH2:22][N:15]2[CH2:16][C:17](=[O:18])[N:13]([C:11]3[CH:10]=[N:9][N:8]([CH2:7][C:6]4[C:2]([CH3:1])=[N:3][O:4][C:5]=4[CH3:20])[CH:12]=3)[C:14]2=[O:19])[CH2:28][CH2:27][CH2:26][CH2:25][CH2:24]1. The yield is 0.200. (9) The yield is 0.790. The catalyst is C(O)C. The product is [F:1][C:2]1[CH:18]=[CH:17][C:5]([O:6][C:7]2[CH:12]=[CH:11][C:10]([CH2:13][CH2:14][C:15]#[N:16])=[CH:9][CH:8]=2)=[CH:4][CH:3]=1. The reactants are [F:1][C:2]1[CH:18]=[CH:17][C:5]([O:6][C:7]2[CH:12]=[CH:11][C:10]([CH:13]=[CH:14][C:15]#[N:16])=[CH:9][CH:8]=2)=[CH:4][CH:3]=1.[BH4-].[Na+].